This data is from Full USPTO retrosynthesis dataset with 1.9M reactions from patents (1976-2016). The task is: Predict the reactants needed to synthesize the given product. (1) Given the product [CH3:9][C:6]1([CH3:10])[O:5][C@H:4]([CH2:3][CH2:2][NH2:18])[CH2:8][O:7]1, predict the reactants needed to synthesize it. The reactants are: O[CH2:2][CH2:3][C@@H:4]1[CH2:8][O:7][C:6]([CH3:10])([CH3:9])[O:5]1.CS(Cl)(=O)=O.C([N:18](CC)CC)C.[N-]=[N+]=[N-].[Na+]. (2) Given the product [F:46][C:47]1[CH:48]=[CH:49][C:50]([N:53]2[CH2:58][CH2:57][N:56]([C:42]3[N:41]([C:37]4[CH:38]=[CH:39][CH:40]=[C:35]([C:34]([F:45])([F:44])[F:33])[CH:36]=4)[CH:27]([CH2:28][C:29]([O:31][CH3:32])=[O:30])[C:22]4[C:21](=[CH:26][CH:25]=[CH:24][CH:23]=4)[N:20]=3)[CH2:55][CH2:54]2)=[CH:51][CH:52]=1, predict the reactants needed to synthesize it. The reactants are: C1(P(=[N:20][C:21]2[CH:26]=[CH:25][CH:24]=[CH:23][C:22]=2/[CH:27]=[CH:28]/[C:29]([O:31][CH3:32])=[O:30])(C2C=CC=CC=2)C2C=CC=CC=2)C=CC=CC=1.[F:33][C:34]([F:45])([F:44])[C:35]1[CH:40]=[CH:39][CH:38]=[C:37]([N:41]=[C:42]=O)[CH:36]=1.[F:46][C:47]1[CH:52]=[CH:51][C:50]([N:53]2[CH2:58][CH2:57][NH:56][CH2:55][CH2:54]2)=[CH:49][CH:48]=1. (3) Given the product [C:1]([C:5]1[CH:6]=[CH:7][C:8]([C:9]([NH:27][C@@H:23]2[CH2:24][CH2:25][CH2:26][N:21]([C:14]([O:16][C:17]([CH3:20])([CH3:19])[CH3:18])=[O:15])[CH2:22]2)=[O:11])=[CH:12][CH:13]=1)([CH3:2])([CH3:3])[CH3:4], predict the reactants needed to synthesize it. The reactants are: [C:1]([C:5]1[CH:13]=[CH:12][C:8]([C:9]([OH:11])=O)=[CH:7][CH:6]=1)([CH3:4])([CH3:3])[CH3:2].[C:14]([N:21]1[CH2:26][CH2:25][CH2:24][C@@H:23]([NH2:27])[CH2:22]1)([O:16][C:17]([CH3:20])([CH3:19])[CH3:18])=[O:15].F[P-](F)(F)(F)(F)F.N1(O[P+](N(C)C)(N(C)C)N(C)C)C2C=CC=CC=2N=N1.CN1CCOCC1. (4) Given the product [Cl:1][C:2]1[C:7]2[S:8][C:9]([B:11]([OH:16])[OH:12])=[CH:10][C:6]=2[CH:5]=[CH:4][CH:3]=1, predict the reactants needed to synthesize it. The reactants are: [Cl:1][C:2]1[C:7]2[S:8][CH:9]=[CH:10][C:6]=2[CH:5]=[CH:4][CH:3]=1.[B:11](OC(C)C)([O:16]C(C)C)[O:12]C(C)C.[Cl-].[NH4+].